From a dataset of Forward reaction prediction with 1.9M reactions from USPTO patents (1976-2016). Predict the product of the given reaction. (1) The product is: [Br:1][C:2]1[C:3]2[N:4]([N:8]=[C:9]([NH:11][C:22]([CH:19]3[CH2:21][CH2:20]3)=[O:23])[CH:10]=2)[CH:5]=[CH:6][CH:7]=1. Given the reactants [Br:1][C:2]1[C:3]2[N:4]([N:8]=[C:9]([NH2:11])[CH:10]=2)[CH:5]=[CH:6][CH:7]=1.CCN(CC)CC.[CH:19]1([C:22](Cl)=[O:23])[CH2:21][CH2:20]1, predict the reaction product. (2) Given the reactants C(NC(C)C)(C)C.C([Li])CCC.[CH:13]([O:16][C:17]1[CH:22]=[CH:21][N:20]=[C:19]([NH:23][C:24]2[CH:29]=[C:28]([C:30]3[S:34][CH:33]=[N:32][CH:31]=3)[N:27]=[C:26]([CH3:35])[CH:25]=2)[N:18]=1)([CH3:15])[CH3:14].[CH3:36][C:37]1([CH3:48])[CH2:42][C:41](=[O:43])[CH2:40][CH2:39][C@@H:38]1[C:44]([O:46][CH3:47])=[O:45], predict the reaction product. The product is: [OH:43][C:41]1([C:33]2[S:34][C:30]([C:28]3[CH:29]=[C:24]([NH:23][C:19]4[N:18]=[C:17]([O:16][CH:13]([CH3:15])[CH3:14])[CH:22]=[CH:21][N:20]=4)[CH:25]=[C:26]([CH3:35])[N:27]=3)=[CH:31][N:32]=2)[CH2:40][CH2:39][CH:38]([C:44]([O:46][CH3:47])=[O:45])[C:37]([CH3:48])([CH3:36])[CH2:42]1. (3) The product is: [CH3:3][N:2]([CH2:4][C@H:5]1[C@:10]([OH:19])([C:11]2[CH:16]=[CH:15][CH:14]=[C:13]([O:17][CH3:18])[CH:12]=2)[CH2:9][CH2:8][CH2:7][CH2:6]1)[CH3:1].[CH3:20][C@H:21]([C:34]([OH:36])=[O:35])[C:22]1[CH:27]=[CH:26][C:25]2[CH:28]=[C:29]([O:32][CH3:33])[CH:30]=[CH:31][C:24]=2[CH:23]=1. Given the reactants [CH3:1][N:2]([CH2:4][C@H:5]1[C@:10]([OH:19])([C:11]2[CH:16]=[CH:15][CH:14]=[C:13]([O:17][CH3:18])[CH:12]=2)[CH2:9][CH2:8][CH2:7][CH2:6]1)[CH3:3].[CH3:20][C@H:21]([C:34]([OH:36])=[O:35])[C:22]1[CH:27]=[CH:26][C:25]2[CH:28]=[C:29]([O:32][CH3:33])[CH:30]=[CH:31][C:24]=2[CH:23]=1, predict the reaction product.